This data is from Catalyst prediction with 721,799 reactions and 888 catalyst types from USPTO. The task is: Predict which catalyst facilitates the given reaction. (1) Reactant: [C:1]([C@H:5]1[CH2:10][CH2:9][C@H:8]([NH:11][C:12]2[N:13]=[CH:14][C:15]3[C:20]([CH:21]=2)=[CH:19][C:18]([C:22]([O:24]C)=[O:23])=[CH:17][CH:16]=3)[CH2:7][CH2:6]1)([CH3:4])([CH3:3])[CH3:2].[OH-].[Na+]. Product: [C:1]([C@H:5]1[CH2:10][CH2:9][C@H:8]([NH:11][C:12]2[N:13]=[CH:14][C:15]3[C:20]([CH:21]=2)=[CH:19][C:18]([C:22]([OH:24])=[O:23])=[CH:17][CH:16]=3)[CH2:7][CH2:6]1)([CH3:4])([CH3:2])[CH3:3]. The catalyst class is: 24. (2) Reactant: [CH3:1][O:2][C:3](=[O:21])[C@@H:4]([NH:10][C:11]([O:13][CH2:14][C:15]1[CH:20]=[CH:19][CH:18]=[CH:17][CH:16]=1)=[O:12])[CH2:5][CH2:6]S(C)=O. Product: [CH3:1][O:2][C:3](=[O:21])[C@@H:4]([NH:10][C:11]([O:13][CH2:14][C:15]1[CH:16]=[CH:17][CH:18]=[CH:19][CH:20]=1)=[O:12])[CH:5]=[CH2:6]. The catalyst class is: 25.